From a dataset of Reaction yield outcomes from USPTO patents with 853,638 reactions. Predict the reaction yield, written as a fraction of the theoretical maximum amount of product (1.0 means a 100% yield; for example, 0.34 means a 34% yield). (1) The reactants are [CH3:1][C:2]1[CH:11]=[CH:10][C:9]2[C:4](=[CH:5][CH:6]=[CH:7][C:8]=2[N:12]2[CH2:17][CH2:16][N:15]([CH2:18][CH2:19][C:20]3[CH:21]=[C:22]([CH:24]=[CH:25][CH:26]=3)[NH2:23])[CH2:14][CH2:13]2)[N:3]=1.[CH3:27][N:28]1[C:32]([CH3:33])=[CH:31][C:30]([C:34](O)=[O:35])=[N:29]1. No catalyst specified. The product is [CH3:27][N:28]1[C:32]([CH3:33])=[CH:31][C:30]([C:34]([NH:23][C:22]2[CH:24]=[CH:25][CH:26]=[C:20]([CH2:19][CH2:18][N:15]3[CH2:14][CH2:13][N:12]([C:8]4[CH:7]=[CH:6][CH:5]=[C:4]5[C:9]=4[CH:10]=[CH:11][C:2]([CH3:1])=[N:3]5)[CH2:17][CH2:16]3)[CH:21]=2)=[O:35])=[N:29]1. The yield is 0.350. (2) No catalyst specified. The product is [CH3:1][NH:2][S:3]([C:6]1[CH:7]=[C:8]2[C:12](=[CH:13][CH:14]=1)[NH:11][C:10](=[O:15])[C:9]2=[CH:26][C:25]1[NH:24][CH:23]=[C:22]2[C:17](=[O:16])[O:18][CH2:19][CH2:20][C:21]=12)(=[O:5])=[O:4]. The reactants are [CH3:1][NH:2][S:3]([C:6]1[CH:7]=[C:8]2[C:12](=[CH:13][CH:14]=1)[NH:11][C:10](=[O:15])[CH2:9]2)(=[O:5])=[O:4].[O:16]=[C:17]1[C:22]2=[CH:23][NH:24][C:25]([CH:26]=O)=[C:21]2[CH2:20][CH2:19][O:18]1. The yield is 0.790.